Dataset: Experimentally validated miRNA-target interactions with 360,000+ pairs, plus equal number of negative samples. Task: Binary Classification. Given a miRNA mature sequence and a target amino acid sequence, predict their likelihood of interaction. (1) The miRNA is hsa-miR-938 with sequence UGCCCUUAAAGGUGAACCCAGU. The protein sequence of the target gene is MEEVPHDCPGADSAQAGRGASCQGCPNQRLCASGAGATPDTAIEEIKEKMKTVKHKILVLSGKGGVGKSTFSAHLAHGLAEDENTQIALLDIDICGPSIPKIMGLEGEQVHQSGSGWSPVYVEDNLGVMSVGFLLSSPDDAVIWRGPKKNGMIKQFLRDVDWGEVDYLIVDTPPGTSDEHLSVVRYLATAHIDGAVIITTPQEVSLQDVRKEINFCRKVKLPIIGVVENMSGFICPKCKKESQIFPPTTGGAELMCQDLEVPLLGRVPLDPLIGKNCDKGQSFFIDAPDSPATLAYRSII.... Result: 1 (interaction). (2) The miRNA is hsa-miR-6738-5p with sequence CGAGGGGUAGAAGAGCACAGGGG. The protein sequence of the target gene is MVLWESPRQCSSWTLCEGFCWLLLLPVTLLIIARPVKLAAFPTSLSDCQTPTGWNCSGYDDRENDLFLCDTNTCKFDGECLRIGDTVTCVCQFKCNSDYVPVCGSNGESYQNECYLRQAACKQQSEILVVSEGSCATDTGSGSGDGVHEGSGETSQKETSTCDICQFGAECDEDAEDVWCVCNIDCSQTNFNPLCASDGKSYDNACQIKEASCQKQEKIEVMSLGRCQDNTTTTTKSEDGHYARTDYAENANKLEESAREHHIPCPEHYNGFCMHGKCEHSINMQEPSCRCDAGYTGQHC.... Result: 0 (no interaction). (3) The miRNA is hsa-miR-9-5p with sequence UCUUUGGUUAUCUAGCUGUAUGA. The protein sequence of the target gene is MEGTPAANWSIELDLGSGVPPGAEGNLTAGPPRRNEALARVEVAVLCLILFLALSGNACVLLALRTTRHKHSRLFFFMKHLSIADLVVAVFQVLPQLLWDITFRFYGPDLLCRLVKYLQVVGMFASTYLLLLMSLDRCLAICQPLRSLRRRTDRLAVLATWLGCLVASVPQVHIFSLREVADGVFDCWAVFIQPWGPKAYVTWITLAVYIVPVIVLAACYGLISFKIWQNLRLKTAAAAAAAEGSDAAGGAGRAALARVSSVKLISKAKIRTVKMTFIIVLAFIVCWTPFFFVQMWSVWD.... Result: 0 (no interaction). (4) The miRNA is hsa-miR-548aj-5p with sequence UGCAAAAGUAAUUGCAGUUUUUG. The protein sequence of the target gene is MNSVLCSRAAGAVRALRLVGWASRSLHPPPRGRSPAQPADREEEDDDPNLPIQFSGSKATPIRWTVEHSLGKPQQRPWWKVLPLTLTLVALVVWCYQREESGMDLWLRQVLEEEDEEEPEGPPEELEAPALYGART. Result: 0 (no interaction). (5) The miRNA is hsa-miR-6790-5p with sequence GUGAGUGUGGAUUUGGCGGGGUU. The protein sequence of the target gene is MAAAPPLSKAEYLKRYLSGADAGVDRGSESGRKRRKKRPKPGGAGGKGMRIVDDDVSWTAISTTKLEKEEEEDDGDLPVVAEFVDERPEEVKQMEAFRSSAKWKLLGGHNEDLPSNRHFRHDTPDSSPRRVRHGTPDPSPRKDRHDTPDPSPRRARHDTPDPSPLRGARHDSDTSPPRRIRHDSSDTSPPRRARHDSPDPSPPRRPQHNSSGASPRRVRHDSPDPSPPRRARHGSSDISSPRRVHNNSPDTSRRTLGSSDTQQLRRARHDSPDLAPNVTYSLPRTKSGKAPERASSKTSP.... Result: 0 (no interaction). (6) The miRNA is hsa-miR-424-5p with sequence CAGCAGCAAUUCAUGUUUUGAA. The protein sequence of the target gene is MARPGMERWRDRLALVTGASGGIGAAVARALVQQGLKVVGCARTVGNIEELAAECKSAGYPGTLIPYRCDLSNEEDILSMFSAIRSQHSGVDICINNAGLARPDTLLSGSTSGWKDMFNVNVLALSICTREAYQSMKERNVDDGHIININSMSGHRVLPLSVTHFYSATKYAVTALTEGLRQELREAQTHIRATCISPGVVETQFAFKLHDKDPEKAAATYEQMKCLKPEDVAEAVIYVLSTPAHIQIGDIQMRPTEQVT. Result: 0 (no interaction).